Dataset: Full USPTO retrosynthesis dataset with 1.9M reactions from patents (1976-2016). Task: Predict the reactants needed to synthesize the given product. (1) The reactants are: Br[C:2]1[CH:3]=[C:4]2[C:31](=[CH:32][CH:33]=1)[C:8]1[NH:9][C:10]([C@@H:12]3[CH2:16][CH2:15][CH2:14][N:13]3[C:17](=[O:30])[C@@H:18]([NH:25][C:26](=[O:29])[O:27][CH3:28])[CH:19]3[CH2:24][CH2:23][O:22][CH2:21][CH2:20]3)=[N:11][C:7]=1[CH2:6][CH2:5]2.CC1(C)C(C)(C)OB([C:42]2[CH:43]=[C:44]3[C:49](=[CH:50][CH:51]=2)[CH:48]=[C:47]([C:52]2[NH:56][C:55]([C@@H:57]4[CH2:61][CH2:60][CH2:59][N:58]4[C:62]([O:64][C:65]([CH3:68])([CH3:67])[CH3:66])=[O:63])=[N:54][CH:53]=2)[CH:46]=[CH:45]3)O1.C([O-])([O-])=O.[K+].[K+]. Given the product [CH3:28][O:27][C:26]([NH:25][C@@H:18]([CH:19]1[CH2:24][CH2:23][O:22][CH2:21][CH2:20]1)[C:17]([N:13]1[CH2:14][CH2:15][CH2:16][C@H:12]1[C:10]1[NH:9][C:8]2[C:31]3[C:4]([CH2:5][CH2:6][C:7]=2[N:11]=1)=[CH:3][C:2]([C:42]1[CH:43]=[C:44]2[C:49](=[CH:50][CH:51]=1)[CH:48]=[C:47]([C:52]1[NH:56][C:55]([C@@H:57]4[CH2:61][CH2:60][CH2:59][N:58]4[C:62]([O:64][C:65]([CH3:68])([CH3:67])[CH3:66])=[O:63])=[N:54][CH:53]=1)[CH:46]=[CH:45]2)=[CH:33][CH:32]=3)=[O:30])=[O:29], predict the reactants needed to synthesize it. (2) The reactants are: [C:1]([C:3]1[C:4]([N:9]=[CH:10][N:11](C)C)=[N:5][CH:6]=[CH:7][N:8]=1)#[N:2].N[CH2:15][CH2:16][C:17]1[CH:22]=[CH:21][C:20]([OH:23])=[CH:19][CH:18]=1.C(O)(=O)C. Given the product [N:9]1[C:4]2[C:3](=[N:8][CH:7]=[CH:6][N:5]=2)[C:1]([NH:2][CH2:15][CH2:16][C:17]2[CH:22]=[CH:21][C:20]([OH:23])=[CH:19][CH:18]=2)=[N:11][CH:10]=1, predict the reactants needed to synthesize it. (3) Given the product [CH2:1]([N:3]([CH2:4][C:5]1[S:9][C:8](/[CH:10]=[CH:11]/[C:12]([NH:14][CH:15]([C:20]2[CH:25]=[CH:24][CH:23]=[C:22]([C:26]([F:27])([F:29])[F:28])[CH:21]=2)[C:16]([F:17])([F:18])[F:19])=[O:13])=[CH:7][C:6]=1[CH3:30])[C:60](=[O:61])[CH2:59][S:56]([CH3:55])(=[O:58])=[O:57])[CH3:2], predict the reactants needed to synthesize it. The reactants are: [CH2:1]([NH:3][CH2:4][C:5]1[S:9][C:8](/[CH:10]=[CH:11]/[C:12]([NH:14][CH:15]([C:20]2[CH:25]=[CH:24][CH:23]=[C:22]([C:26]([F:29])([F:28])[F:27])[CH:21]=2)[C:16]([F:19])([F:18])[F:17])=[O:13])=[CH:7][C:6]=1[CH3:30])[CH3:2].CN(C(ON1N=NC2C=CC=NC1=2)=[N+](C)C)C.F[P-](F)(F)(F)(F)F.[CH3:55][S:56]([CH2:59][C:60](O)=[O:61])(=[O:58])=[O:57].CCN(CC)CC. (4) Given the product [Si:10]([O:9][CH2:8][C:5]1[C:4]([Cl:17])=[CH:3][C:2]([C:39]2([OH:42])[CH2:38][CH2:37][N:36]([C:34]([O:33][C:29]([CH3:31])([CH3:30])[CH3:32])=[O:35])[CH2:41][CH2:40]2)=[CH:7][N:6]=1)([C:13]([CH3:16])([CH3:15])[CH3:14])([CH3:12])[CH3:11], predict the reactants needed to synthesize it. The reactants are: Br[C:2]1[CH:3]=[C:4]([Cl:17])[C:5]([CH2:8][O:9][Si:10]([C:13]([CH3:16])([CH3:15])[CH3:14])([CH3:12])[CH3:11])=[N:6][CH:7]=1.C([Li])CCC.CCCCCC.[C:29]([O:33][C:34]([N:36]1[CH2:41][CH2:40][C:39](=[O:42])[CH2:38][CH2:37]1)=[O:35])([CH3:32])([CH3:31])[CH3:30].[Cl-].[NH4+]. (5) Given the product [ClH:1].[Cl:22][C:5]1[C:6]([NH:8][C:9]2[CH:14]=[CH:13][C:12]([O:15][CH3:16])=[CH:11][C:10]=2[NH:17][S:18]([CH3:21])(=[O:20])=[O:19])=[N:7][C:2]([NH:27][C:26]2[CH:28]=[CH:29][CH:30]=[C:31]([F:32])[C:25]=2[O:24][CH3:23])=[N:3][CH:4]=1, predict the reactants needed to synthesize it. The reactants are: [Cl:1][C:2]1[N:7]=[C:6]([NH:8][C:9]2[CH:14]=[CH:13][C:12]([O:15][CH3:16])=[CH:11][C:10]=2[NH:17][S:18]([CH3:21])(=[O:20])=[O:19])[C:5]([Cl:22])=[CH:4][N:3]=1.[CH3:23][O:24][C:25]1[C:31]([F:32])=[CH:30][CH:29]=[CH:28][C:26]=1[NH2:27].